Task: Predict the reactants needed to synthesize the given product.. Dataset: Full USPTO retrosynthesis dataset with 1.9M reactions from patents (1976-2016) Given the product [C:19]1([CH2:18][NH:1][C:2]2[CH:10]=[N:9][CH:8]=[CH:7][C:3]=2[C:4]([O:6][CH2:30][CH3:31])=[O:5])[CH:24]=[CH:23][CH:22]=[CH:21][CH:20]=1, predict the reactants needed to synthesize it. The reactants are: [NH2:1][C:2]1[CH:10]=[N:9][CH:8]=[CH:7][C:3]=1[C:4]([OH:6])=[O:5].S(=O)(=O)(O)O.[OH-].[Na+].[CH:18](=O)[C:19]1[CH:24]=[CH:23][CH:22]=[CH:21][CH:20]=1.C([BH3-])#N.[Na+].[CH2:30](O)[CH3:31].